The task is: Predict the product of the given reaction.. This data is from Forward reaction prediction with 1.9M reactions from USPTO patents (1976-2016). (1) Given the reactants [Br:1][C:2]1[N:7]=[C:6]([N:8]2[CH2:14][CH:13]([OH:15])[CH2:12][NH:11][CH2:10][CH2:9]2)[CH:5]=[CH:4][CH:3]=1.[CH3:16][C:17]([O:20][C:21](O[C:21]([O:20][C:17]([CH3:19])([CH3:18])[CH3:16])=[O:22])=[O:22])([CH3:19])[CH3:18], predict the reaction product. The product is: [Br:1][C:2]1[N:7]=[C:6]([N:8]2[CH2:14][CH:13]([OH:15])[CH2:12][N:11]([C:21]([O:20][C:17]([CH3:19])([CH3:18])[CH3:16])=[O:22])[CH2:10][CH2:9]2)[CH:5]=[CH:4][CH:3]=1. (2) Given the reactants [O:1]=[C:2]1[CH2:6][N:5]([C:7]([O:9][C:10]([CH3:13])([CH3:12])[CH3:11])=[O:8])[CH2:4][CH:3]1C(OCC)=O.[C:19](=O)=O.CC(C)=O.C([N-]C(C)C)(C)C.[Li+].IC.[Cl-].[Na+], predict the reaction product. The product is: [CH3:19][CH:6]1[C:2](=[O:1])[CH2:3][CH2:4][N:5]1[C:7]([O:9][C:10]([CH3:11])([CH3:12])[CH3:13])=[O:8]. (3) Given the reactants [C:1]([C:3]1[CH:8]=[CH:7][C:6]([C:9]2[CH:10]=[N:11][N:12]([C:15]3[CH:23]=[CH:22][C:18]([C:19](O)=[O:20])=[CH:17][N:16]=3)[C:13]=2[OH:14])=[C:5]([CH3:24])[C:4]=1[F:25])#[N:2].[F:26][CH:27]([F:37])[CH2:28][N:29]([CH3:36])[C@H:30]1[CH2:35][CH2:34][CH2:33][NH:32][CH2:31]1, predict the reaction product. The product is: [F:37][CH:27]([F:26])[CH2:28][N:29]([CH3:36])[C@H:30]1[CH2:35][CH2:34][CH2:33][N:32]([C:19]([C:18]2[CH:22]=[CH:23][C:15]([N:12]3[C:13]([OH:14])=[C:9]([C:6]4[CH:7]=[CH:8][C:3]([C:1]#[N:2])=[C:4]([F:25])[C:5]=4[CH3:24])[CH:10]=[N:11]3)=[N:16][CH:17]=2)=[O:20])[CH2:31]1.